This data is from Full USPTO retrosynthesis dataset with 1.9M reactions from patents (1976-2016). The task is: Predict the reactants needed to synthesize the given product. (1) Given the product [CH2:21]([O:23][C:18]([NH:17][C@H:8]([C:11]1[CH:12]=[CH:13][CH:14]=[CH:15][CH:16]=1)[CH2:9][N:10]1[C:18](=[O:28])[C:19]2=[CH:27][CH:26]=[CH:25][CH:24]=[C:20]2[C:21]1=[O:23])=[O:28])[CH2:20][CH2:19][CH3:27], predict the reactants needed to synthesize it. The reactants are: C([C@@:8]([NH2:17])([C:11]1[CH:16]=[CH:15][CH:14]=[CH:13][CH:12]=1)[CH2:9][NH2:10])(OC(C)(C)C)=O.[C:18]1(=[O:28])[O:23][C:21](=O)[C:20]2=[CH:24][CH:25]=[CH:26][CH:27]=[C:19]12. (2) Given the product [CH3:11][N:7]1[CH:6]=[C:5]2[C:9]([CH:10]=[C:2]([C:30]3[CH:29]=[CH:28][C:27]([N:24]4[CH2:23][CH2:22][O:21][CH2:26][CH2:25]4)=[CH:32][CH:31]=3)[CH:3]=[C:4]2[O:12][C@@H:13]([C@H:15]2[CH2:19][NH:18][C:17](=[O:20])[CH2:16]2)[CH3:14])=[N:8]1, predict the reactants needed to synthesize it. The reactants are: Br[C:2]1[CH:3]=[C:4]([O:12][C@@H:13]([C@H:15]2[CH2:19][NH:18][C:17](=[O:20])[CH2:16]2)[CH3:14])[C:5]2[C:9]([CH:10]=1)=[N:8][N:7]([CH3:11])[CH:6]=2.[O:21]1[CH2:26][CH2:25][N:24]([C:27]2[CH:32]=[CH:31][C:30](B(O)O)=[CH:29][CH:28]=2)[CH2:23][CH2:22]1.C(=O)([O-])[O-].[Na+].[Na+]. (3) Given the product [ClH:12].[C:13]([N:16]1[CH2:21][CH2:20][CH:19]([NH:22][C:23]2[C:30]([F:31])=[CH:29][C:26]([C:27]([NH2:28])=[O:11])=[C:25]([NH:32][C:33]3[CH:34]=[N:35][CH:36]=[C:37]([CH3:39])[CH:38]=3)[N:24]=2)[CH:18]([NH2:40])[CH2:17]1)(=[O:15])[CH3:14], predict the reactants needed to synthesize it. The reactants are: [OH-].[Na+].OO.CS(C)=O.CC[OH:11].[ClH:12].[C:13]([N:16]1[CH2:21][CH2:20][CH:19]([NH:22][C:23]2[C:30]([F:31])=[CH:29][C:26]([C:27]#[N:28])=[C:25]([NH:32][C:33]3[CH:34]=[N:35][CH:36]=[C:37]([CH3:39])[CH:38]=3)[N:24]=2)[CH:18]([NH2:40])[CH2:17]1)(=[O:15])[CH3:14].